Predict the reactants needed to synthesize the given product. From a dataset of Full USPTO retrosynthesis dataset with 1.9M reactions from patents (1976-2016). Given the product [Br-:1].[Cl:23][CH2:4][CH2:5][CH2:6][N+:7]([CH2:10][CH2:11][CH2:12][CH2:13][CH2:14][CH2:15][CH2:16][CH2:17][CH2:18][CH2:19][CH2:20][CH3:21])([CH3:9])[CH3:8], predict the reactants needed to synthesize it. The reactants are: [Br-:1].ClC[CH2:4][CH2:5][CH2:6][N+:7]([CH2:10][CH2:11][CH2:12][CH2:13][CH2:14][CH2:15][CH2:16][CH2:17][CH2:18][CH2:19][CH2:20][CH3:21])([CH3:9])[CH3:8].[Br-].[Cl:23]CCCCCC[N+](CCCCCCCCCCCC)(C)C.C(N(C)C)CCCCCCCCCCC.